This data is from Catalyst prediction with 721,799 reactions and 888 catalyst types from USPTO. The task is: Predict which catalyst facilitates the given reaction. (1) Reactant: Br[C:2]1[CH:3]=[C:4]([C:17]2[CH:18]=[N:19][CH:20]=[CH:21][CH:22]=2)[C:5]2[S:9][C:8]([NH:10][C:11]([NH:13][CH2:14][CH3:15])=[O:12])=[N:7][C:6]=2[CH:16]=1.C([Sn](CCCC)(CCCC)[C:28]1[CH:33]=[CH:32][CH:31]=[CH:30][N:29]=1)CCC. Product: [CH2:14]([NH:13][C:11]([NH:10][C:8]1[S:9][C:5]2[C:4]([C:17]3[CH:18]=[N:19][CH:20]=[CH:21][CH:22]=3)=[CH:3][C:2]([C:28]3[CH:33]=[CH:32][CH:31]=[CH:30][N:29]=3)=[CH:16][C:6]=2[N:7]=1)=[O:12])[CH3:15]. The catalyst class is: 128. (2) Reactant: Br[C:2]1[CH:3]=[C:4]2[C:8](=[C:9]([C:11]([NH2:13])=[O:12])[CH:10]=1)[NH:7][CH:6]=[C:5]2[CH2:14][CH:15]1[CH2:19][CH2:18][S:17](=[O:21])(=[O:20])[CH2:16]1.[C:22]1(B(O)O)[CH:27]=[CH:26][CH:25]=[CH:24][CH:23]=1.C(=O)([O-])[O-].[K+].[K+]. Product: [O:20]=[S:17]1(=[O:21])[CH2:18][CH2:19][CH:15]([CH2:14][C:5]2[C:4]3[C:8](=[C:9]([C:11]([NH2:13])=[O:12])[CH:10]=[C:2]([C:22]4[CH:27]=[CH:26][CH:25]=[CH:24][CH:23]=4)[CH:3]=3)[NH:7][CH:6]=2)[CH2:16]1. The catalyst class is: 117. (3) Reactant: [F:1][C:2]1[CH:3]=[C:4]2[C:8](=[CH:9][CH:10]=1)[NH:7][CH:6]=[CH:5]2.[N:11]1[CH:16]=[CH:15][CH:14]=[C:13]([CH:17]=[O:18])[CH:12]=1.[OH-].[Na+].O. The catalyst class is: 5. Product: [F:1][C:2]1[CH:3]=[C:4]2[C:8](=[CH:9][CH:10]=1)[NH:7][CH:6]=[C:5]2[CH:17]([C:13]1[CH:12]=[N:11][CH:16]=[CH:15][CH:14]=1)[OH:18]. (4) Reactant: [C:1]([O:5][C:6]([N:8]1[CH2:13][CH:12]=[C:11](OS(C(F)(F)F)(=O)=O)[CH2:10][CH2:9]1)=[O:7])([CH3:4])([CH3:3])[CH3:2].CC1(C)C(C)(C)OB([C:30]2[CH:35]=[CH:34][C:33]([NH2:36])=[CH:32][CH:31]=2)O1.C([O-])([O-])=O.[Na+].[Na+].CCOC(C)=O. Product: [C:1]([O:5][C:6]([N:8]1[CH2:13][CH:12]=[C:11]([C:30]2[CH:35]=[CH:34][C:33]([NH2:36])=[CH:32][CH:31]=2)[CH2:10][CH2:9]1)=[O:7])([CH3:4])([CH3:3])[CH3:2]. The catalyst class is: 335. (5) Reactant: C[O:2][C:3](=[O:26])[C:4]1[CH:9]=[CH:8][CH:7]=[C:6]([O:10][CH2:11][C:12]2[CH:17]=[CH:16][CH:15]=[CH:14][CH:13]=2)[C:5]=1[O:18][CH2:19][C:20]1[CH:25]=[CH:24][CH:23]=[CH:22][CH:21]=1.C(N(CC)CC)C.C(Cl)(=O)CC. Product: [CH2:11]([O:10][C:6]1[C:5]([O:18][CH2:19][C:20]2[CH:25]=[CH:24][CH:23]=[CH:22][CH:21]=2)=[C:4]([CH:9]=[CH:8][CH:7]=1)[C:3]([OH:26])=[O:2])[C:12]1[CH:13]=[CH:14][CH:15]=[CH:16][CH:17]=1. The catalyst class is: 4.